Dataset: Full USPTO retrosynthesis dataset with 1.9M reactions from patents (1976-2016). Task: Predict the reactants needed to synthesize the given product. Given the product [O:1]=[C:2]1[C:10]2([CH2:14][O:13][C:12]3[CH:15]=[C:16]4[C:20](=[CH:21][C:11]2=3)[CH2:19][CH2:18][O:17]4)[C:9]2[C:4](=[CH:5][CH:6]=[CH:7][CH:8]=2)[N:3]1[CH2:22][C:23]1[CH:24]=[C:25]([CH:33]=[CH:34][CH:35]=1)[O:26][CH2:27][C:28]([OH:30])=[O:29], predict the reactants needed to synthesize it. The reactants are: [O:1]=[C:2]1[C:10]2([CH2:14][O:13][C:12]3[CH:15]=[C:16]4[C:20](=[CH:21][C:11]2=3)[CH2:19][CH2:18][O:17]4)[C:9]2[C:4](=[CH:5][CH:6]=[CH:7][CH:8]=2)[N:3]1[CH2:22][C:23]1[CH:24]=[C:25]([CH:33]=[CH:34][CH:35]=1)[O:26][CH2:27][C:28]([O:30]CC)=[O:29].O.[OH-].[Li+].